This data is from Forward reaction prediction with 1.9M reactions from USPTO patents (1976-2016). The task is: Predict the product of the given reaction. (1) Given the reactants [NH2:1][C:2]1[C:3]2[N:10]=[N:9][N:8]([C@H:11]3[C@:15]([CH3:17])([OH:16])[C@H:14]([OH:18])[C@@H:13]([CH2:19][OH:20])[O:12]3)[C:4]=2[N:5]=[CH:6][N:7]=1.[CH3:21][C:22]([Si:25](Cl)([CH3:27])[CH3:26])([CH3:24])[CH3:23], predict the reaction product. The product is: [NH2:1][C:2]1[C:3]2[N:10]=[N:9][N:8]([C@H:11]3[C@:15]([CH3:17])([OH:16])[C@H:14]([OH:18])[C@@H:13]([CH2:19][O:20][Si:25]([C:22]([CH3:24])([CH3:23])[CH3:21])([CH3:27])[CH3:26])[O:12]3)[C:4]=2[N:5]=[CH:6][N:7]=1. (2) Given the reactants [C:1]([O:5][C:6]([NH:8][C@H:9]1[CH2:13][C@@:12]([CH2:18][CH2:19][O:20][CH3:21])([C:14]([O:16]C)=[O:15])[CH:11]=[CH:10]1)=[O:7])([CH3:4])([CH3:3])[CH3:2].O.O.[OH-].[Li+], predict the reaction product. The product is: [C:1]([O:5][C:6]([NH:8][C@H:9]1[CH2:13][C@@:12]([CH2:18][CH2:19][O:20][CH3:21])([C:14]([OH:16])=[O:15])[CH:11]=[CH:10]1)=[O:7])([CH3:4])([CH3:3])[CH3:2]. (3) Given the reactants [Cl:1][C:2]1[CH:3]=[C:4](O)[C:5](=[CH:9][CH:10]=1)[C:6]([OH:8])=[O:7].[CH2:12](I)[CH3:13].[C:15](=O)([O-])[O-].[K+].[K+].O.CN(C)[CH:24]=[O:25], predict the reaction product. The product is: [Cl:1][C:2]1[CH:3]=[CH:4][C:5]([C:6]([O:8][CH2:12][CH3:13])=[O:7])=[C:9]([O:25][CH2:24][CH3:15])[CH:10]=1. (4) Given the reactants [CH2:1]([O:3][C:4]([C:6]1([CH2:10][CH2:11][CH2:12][CH2:13]C(=O)[CH2:13][CH2:12][CH2:11][CH2:10][C:6]2([C:4]([O:3][CH2:1][CH3:2])=[O:5])[CH2:9][CH2:8][CH2:7]2)[CH2:9][CH2:8][CH2:7]1)=[O:5])[CH3:2].CC([O-])(C)C.[K+].I[CH2:36][CH2:37][CH2:38][CH2:39][C:40]1([C:44]([O:46][CH2:47][CH3:48])=[O:45])[CH2:43][CH2:42][CH2:41]1.[CH3:49][C:50]1[CH:55]=[CH:54][C:53]([S:56]([CH2:59][N+:60]#[C-:61])(=[O:58])=[O:57])=[CH:52][CH:51]=1.[Na+].[Cl-], predict the reaction product. The product is: [CH2:47]([O:46][C:44]([C:40]1([CH2:39][CH2:38][CH2:37][CH2:36][C:59]([N+:60]#[C-:61])([S:56]([C:53]2[CH:52]=[CH:51][C:50]([CH3:49])=[CH:55][CH:54]=2)(=[O:58])=[O:57])[CH2:13][CH2:12][CH2:11][CH2:10][C:6]2([C:4]([O:3][CH2:1][CH3:2])=[O:5])[CH2:7][CH2:8][CH2:9]2)[CH2:43][CH2:42][CH2:41]1)=[O:45])[CH3:48]. (5) The product is: [C:8]([C:7]1[C:2]([NH:40][C:36]2[CH:35]=[C:34]3[C:39](=[CH:38][CH:37]=2)[N:31]([CH2:30][C:25]2[CH:26]=[CH:27][CH:28]=[CH:29][N:24]=2)[N:32]=[CH:33]3)=[C:3]2[C:16]3[CH2:15][CH2:14][N:13]([C:17]([O:19][C:20]([CH3:23])([CH3:22])[CH3:21])=[O:18])[CH2:12][C:11]=3[S:10][C:4]2=[N:5][CH:6]=1)#[N:9]. Given the reactants Cl[C:2]1[C:7]([C:8]#[N:9])=[CH:6][N:5]=[C:4]2[S:10][C:11]3[CH2:12][N:13]([C:17]([O:19][C:20]([CH3:23])([CH3:22])[CH3:21])=[O:18])[CH2:14][CH2:15][C:16]=3[C:3]=12.[N:24]1[CH:29]=[CH:28][CH:27]=[CH:26][C:25]=1[CH2:30][N:31]1[C:39]2[C:34](=[CH:35][C:36]([NH2:40])=[CH:37][CH:38]=2)[CH:33]=[N:32]1, predict the reaction product. (6) Given the reactants [O:1]=[C:2]1[C:7]([CH:8]=[O:9])=[CH:6][CH:5]=[CH:4][NH:3]1.I[C:11]1[CH:12]=[C:13]([N:17]2[CH2:22][CH2:21][O:20][CH2:19][C:18]2=[O:23])[CH:14]=[CH:15][CH:16]=1.OC1C=CC=C2C=1N=CC=C2.C(=O)([O-])[O-].[K+].[K+].[OH-].[NH4+], predict the reaction product. The product is: [O:1]=[C:2]1[C:7]([CH:8]=[O:9])=[CH:6][CH:5]=[CH:4][N:3]1[C:15]1[CH:16]=[CH:11][CH:12]=[C:13]([N:17]2[CH2:22][CH2:21][O:20][CH2:19][C:18]2=[O:23])[CH:14]=1. (7) Given the reactants C([O-])=O.[NH4+].[NH2:5][C:6]([C:8]1[CH:13]=[CH:12][C:11]([NH:14][C:15]([CH:17]2[CH2:22][CH2:21][N:20](CC3C=CC=CC=3)[CH2:19][CH2:18]2)=[O:16])=[CH:10][CH:9]=1)=[O:7], predict the reaction product. The product is: [NH2:5][C:6]([C:8]1[CH:13]=[CH:12][C:11]([NH:14][C:15]([CH:17]2[CH2:18][CH2:19][NH:20][CH2:21][CH2:22]2)=[O:16])=[CH:10][CH:9]=1)=[O:7]. (8) Given the reactants [CH3:1][N:2]([CH3:28])[C:3]([C:5]1[N:22]([CH:23]2[CH2:27][CH2:26][CH2:25][CH2:24]2)[C:8]2[N:9]=[C:10]([NH:13][C:14]3[CH:19]=[CH:18][C:17]([CH:20]=O)=[CH:16][N:15]=3)[N:11]=[CH:12][C:7]=2[CH:6]=1)=[O:4].[OH:29][CH2:30][CH2:31][N:32]1[CH2:37][CH2:36][NH:35][CH2:34][CH2:33]1, predict the reaction product. The product is: [CH3:28][N:2]([CH3:1])[C:3]([C:5]1[N:22]([CH:23]2[CH2:27][CH2:26][CH2:25][CH2:24]2)[C:8]2[N:9]=[C:10]([NH:13][C:14]3[CH:19]=[CH:18][C:17]([CH2:20][N:35]4[CH2:36][CH2:37][N:32]([CH2:31][CH2:30][OH:29])[CH2:33][CH2:34]4)=[CH:16][N:15]=3)[N:11]=[CH:12][C:7]=2[CH:6]=1)=[O:4].